From a dataset of Catalyst prediction with 721,799 reactions and 888 catalyst types from USPTO. Predict which catalyst facilitates the given reaction. (1) Reactant: [OH:1][C:2]1[C:3]([O:20][CH3:21])=[C:4]([C:10]2[CH:11]=[C:12]3[C:16](=[CH:17][CH:18]=2)[C:15](=[O:19])[O:14][CH2:13]3)[CH:5]=[CH:6][C:7]=1[O:8][CH3:9].C(=O)([O-])[O-].[K+].[K+].Br[CH2:29][C:30]1([CH2:34][OH:35])[CH2:33][O:32][CH2:31]1. Product: [OH:35][CH2:34][C:30]1([CH2:29][O:1][C:2]2[C:3]([O:20][CH3:21])=[C:4]([C:10]3[CH:11]=[C:12]4[C:16](=[CH:17][CH:18]=3)[C:15](=[O:19])[O:14][CH2:13]4)[CH:5]=[CH:6][C:7]=2[O:8][CH3:9])[CH2:33][O:32][CH2:31]1. The catalyst class is: 10. (2) Reactant: [CH3:1][C:2]1[O:3][C:4]2[C:9]([C:10](=[O:12])[CH:11]=1)=[CH:8][CH:7]=[CH:6][C:5]=2[CH:13]=O.O=[C:16]([CH3:23])[CH2:17][C:18]([O:20][CH2:21][CH3:22])=[O:19].[NH2:24][C:25]([CH3:39])=[CH:26][C:27]([C:29]1[CH:34]=[CH:33][C:32]([C:35]([F:38])([F:37])[F:36])=[CH:31][CH:30]=1)=[O:28].C(O)(=O)C. Product: [CH3:23][C:16]1[NH:24][C:25]([CH3:39])=[C:26]([C:27](=[O:28])[C:29]2[CH:34]=[CH:33][C:32]([C:35]([F:37])([F:38])[F:36])=[CH:31][CH:30]=2)[CH:13]([C:5]2[CH:6]=[CH:7][CH:8]=[C:9]3[C:4]=2[O:3][C:2]([CH3:1])=[CH:11][C:10]3=[O:12])[C:17]=1[C:18]([O:20][CH2:21][CH3:22])=[O:19]. The catalyst class is: 41. (3) Reactant: [NH2:1][N:2]1[CH2:7][CH2:6][N:5]([CH3:8])[CH2:4][CH2:3]1.[Cl:9][C:10]1[CH:15]=[CH:14][C:13]([CH:16]([C:46]2[CH:51]=[CH:50][C:49]([Cl:52])=[CH:48][CH:47]=2)[N:17]2[CH2:20][C:19](=[C:21]([S:42]([CH3:45])(=[O:44])=[O:43])[C:22]3[CH:27]=[CH:26][CH:25]=[C:24](C(OC4C(F)=C(F)C(F)=C(F)C=4F)=O)[CH:23]=3)[CH2:18]2)=[CH:12][CH:11]=1.[C:53](OCC)(=[O:55])C. Product: [Cl:52][C:49]1[CH:48]=[CH:47][C:46]([CH:16]([C:13]2[CH:14]=[CH:15][C:10]([Cl:9])=[CH:11][CH:12]=2)[N:17]2[CH2:18][C:19](=[C:21]([S:42]([CH3:45])(=[O:44])=[O:43])[C:22]3[CH:23]=[CH:24][CH:25]=[CH:26][C:27]=3[C:53](=[O:55])[NH:1][N:2]3[CH2:7][CH2:6][N:5]([CH3:8])[CH2:4][CH2:3]3)[CH2:20]2)=[CH:51][CH:50]=1. The catalyst class is: 9. (4) Reactant: [CH3:1][N:2]([CH3:15])[C:3]1[CH:4]=[CH:5][C:6]2[C:12](=[O:13])[CH2:11][CH2:10][CH:9]=[CH:8][C:7]=2[CH:14]=1. Product: [CH3:1][N:2]([CH3:15])[C:3]1[CH:4]=[CH:5][C:6]2[C:12](=[O:13])[CH2:11][CH2:10][CH2:9][CH2:8][C:7]=2[CH:14]=1. The catalyst class is: 687. (5) Reactant: [C:1](=[S:12])([S:7][CH2:8][C:9]([OH:11])=O)SCC(O)=O.C(=O)([O-])[O-].[K+].[K+].[NH2:19][CH2:20][CH2:21][CH2:22][N:23]1[CH2:28][CH2:27][O:26][CH2:25][CH2:24]1. Product: [N:23]1([CH2:22][CH2:21][CH2:20][N:19]2[C:9](=[O:11])[CH2:8][S:7][C:1]2=[S:12])[CH2:28][CH2:27][O:26][CH2:25][CH2:24]1. The catalyst class is: 6. (6) Reactant: [NH2:1][C:2]1[CH:3]=[C:4]2[C@@:13]3([CH2:17][O:16][C:15]([NH:18][C:19](=[O:25])[O:20][C:21]([CH3:24])([CH3:23])[CH3:22])=[N:14]3)[C:10]3([CH2:12][CH2:11]3)[C:9]([CH3:27])([CH3:26])[O:8][C:5]2=[CH:6][CH:7]=1.[F:28][CH:29]([F:39])[C:30]1[N:31]=[CH:32][C:33]([C:36](O)=[O:37])=[N:34][CH:35]=1.N1(O)C2C=CC=CC=2N=N1.Cl.CN(C)CCCN=C=NCC. The catalyst class is: 22. Product: [F:39][CH:29]([F:28])[C:30]1[N:31]=[CH:32][C:33]([C:36]([NH:1][C:2]2[CH:3]=[C:4]3[C@@:13]4([CH2:17][O:16][C:15]([NH:18][C:19](=[O:25])[O:20][C:21]([CH3:22])([CH3:24])[CH3:23])=[N:14]4)[C:10]4([CH2:11][CH2:12]4)[C:9]([CH3:27])([CH3:26])[O:8][C:5]3=[CH:6][CH:7]=2)=[O:37])=[N:34][CH:35]=1. (7) Reactant: C(N(CC)CC)C.[CH3:8][S:9](Cl)(=[O:11])=[O:10].[O:13]1[CH2:17][CH2:16][C@H:15]([OH:18])[CH2:14]1.O. Product: [CH3:8][S:9]([O:18][C@H:15]1[CH2:16][CH2:17][O:13][CH2:14]1)(=[O:11])=[O:10]. The catalyst class is: 11.